From a dataset of Catalyst prediction with 721,799 reactions and 888 catalyst types from USPTO. Predict which catalyst facilitates the given reaction. (1) Reactant: [CH3:1][N:2]([C:11]1[CH:12]=[CH:13][C:14]([CH3:27])=[C:15]2[C:19]=1[NH:18][C:17]([C:20]1[S:21][C:22]([CH2:25]Cl)=[CH:23][N:24]=1)=[CH:16]2)[S:3]([C:6]1[S:7][CH:8]=[CH:9][CH:10]=1)(=[O:5])=[O:4].[C:28]([N:31]1[CH2:36][CH2:35][NH:34][CH2:33][CH2:32]1)(=[O:30])[CH3:29].[C:37](=O)([O-])[O-].[K+].[K+].O. Product: [C:28]([N:31]1[CH2:36][CH2:35][N:34]([CH2:25][C:22]2[S:21][C:20]([C:17]3[NH:18][C:19]4[C:15]([CH:16]=3)=[C:14]([CH3:27])[CH:13]=[CH:12][C:11]=4[N:2]([CH2:1][CH3:37])[S:3]([C:6]3[S:7][CH:8]=[CH:9][CH:10]=3)(=[O:5])=[O:4])=[N:24][CH:23]=2)[CH2:33][CH2:32]1)(=[O:30])[CH3:29]. The catalyst class is: 9. (2) Reactant: [Br:1][C:2]1[CH:7]=[CH:6][C:5]([NH:8][CH2:9][CH:10]([C:16](OCC)=O)[C:11]([O:13][CH2:14][CH3:15])=[O:12])=[CH:4][C:3]=1[O:21][CH2:22][CH3:23].O=P(Cl)(Cl)[Cl:26]. Product: [Br:1][C:2]1[CH:7]=[C:6]2[C:5](=[CH:4][C:3]=1[O:21][CH2:22][CH3:23])[N:8]=[CH:9][C:10]([C:11]([O:13][CH2:14][CH3:15])=[O:12])=[C:16]2[Cl:26]. The catalyst class is: 11. (3) Reactant: C([O:5][C:6]1[CH:7]=[C:8]([C@H:12]([NH2:14])[CH3:13])[CH:9]=[CH:10][CH:11]=1)(C)(C)C.S(=O)(=O)(O)O.[OH-].[Na+].C1(O)C=CC=CC=1. Product: [NH2:14][C@@H:12]([C:8]1[CH:7]=[C:6]([OH:5])[CH:11]=[CH:10][CH:9]=1)[CH3:13]. The catalyst class is: 6.